Dataset: Catalyst prediction with 721,799 reactions and 888 catalyst types from USPTO. Task: Predict which catalyst facilitates the given reaction. (1) Reactant: [CH2:1]([N:5]1[C:13](=[O:14])[C:12]2[N:11]([CH2:15][CH:16]=[CH2:17])[C:10]([C:18](O)=[O:19])=[N:9][C:8]=2[N:7]([CH2:21][CH2:22][CH2:23][CH3:24])[C:6]1=[O:25])[CH2:2][CH2:3][CH3:4].CC[N:28](C(C)C)C(C)C.C1CN([P+](ON2N=NC3C=CC=CC2=3)(N2CCCC2)N2CCCC2)CC1.F[P-](F)(F)(F)(F)F.N. Product: [CH2:1]([N:5]1[C:13](=[O:14])[C:12]2[N:11]([CH2:15][CH:16]=[CH2:17])[C:10]([C:18]([NH2:28])=[O:19])=[N:9][C:8]=2[N:7]([CH2:21][CH2:22][CH2:23][CH3:24])[C:6]1=[O:25])[CH2:2][CH2:3][CH3:4]. The catalyst class is: 3. (2) Reactant: Cl.[NH2:2][OH:3].C(N(CC)CC)C.[Cl:11][C:12]1[CH:13]=[C:14]([CH:20]=[CH:21][C:22]=1[C:23]#[N:24])[C:15]([O:17][CH2:18][CH3:19])=[O:16]. Product: [Cl:11][C:12]1[CH:13]=[C:14]([CH:20]=[CH:21][C:22]=1[C:23](=[N:2][OH:3])[NH2:24])[C:15]([O:17][CH2:18][CH3:19])=[O:16]. The catalyst class is: 14. (3) Reactant: Br[C:2]1[CH:3]=[C:4]([S:8]([NH:11][C:12]2[CH:17]=[CH:16][C:15]([C@@H:18]3[CH2:22][CH2:21][N:20]([CH2:23][CH2:24][CH3:25])[CH2:19]3)=[CH:14][CH:13]=2)(=[O:10])=[O:9])[CH:5]=[CH:6][CH:7]=1.[NH:26]1[CH2:30][CH2:29][CH2:28][CH2:27]1.C([O-])(C)(C)C.[Na+].S([O-])([O-])(=O)=O.[Na+].[Na+].C1(P(C2C=CC=CC=2)C2C=CC3C(=CC=CC=3)C=2C2C3C(=CC=CC=3)C=CC=2P(C2C=CC=CC=2)C2C=CC=CC=2)C=CC=CC=1. Product: [CH2:23]([N:20]1[CH2:21][CH2:22][C@@H:18]([C:15]2[CH:16]=[CH:17][C:12]([NH:11][S:8]([C:4]3[CH:5]=[CH:6][CH:7]=[C:2]([N:26]4[CH2:30][CH2:29][CH2:28][CH2:27]4)[CH:3]=3)(=[O:10])=[O:9])=[CH:13][CH:14]=2)[CH2:19]1)[CH2:24][CH3:25]. The catalyst class is: 7. (4) Reactant: C(NC(C)C)(C)C.[Li]CCCC.[Br:13][C:14]1[CH:15]=[N:16][CH:17]=[N:18][CH:19]=1.[F:20][C:21]([F:31])([F:30])[C:22]1[CH:29]=[CH:28][C:25]([CH:26]=[O:27])=[CH:24][CH:23]=1.[Li+].CC([N-]C(C)C)C. Product: [Br:13][C:14]1[C:15]([CH:26]([C:25]2[CH:24]=[CH:23][C:22]([C:21]([F:20])([F:30])[F:31])=[CH:29][CH:28]=2)[OH:27])=[N:16][CH:17]=[N:18][CH:19]=1. The catalyst class is: 1. (5) Reactant: C([O:3][C:4](=O)[CH2:5][C:6]([C@@H:8]1[CH2:13][CH2:12][N:11]([C:14]([O:16][CH3:17])=[O:15])[C@@H:10]([CH2:18][C:19]2[CH:24]=[C:23]([F:25])[C:22]([F:26])=[C:21]([F:27])[CH:20]=2)[CH2:9]1)=[O:7])C.[OH-].[Na+].[NH2:31]O.Cl. Product: [O:3]=[C:4]1[CH:5]=[C:6]([C@@H:8]2[CH2:13][CH2:12][N:11]([C:14]([O:16][CH3:17])=[O:15])[C@@H:10]([CH2:18][C:19]3[CH:24]=[C:23]([F:25])[C:22]([F:26])=[C:21]([F:27])[CH:20]=3)[CH2:9]2)[O:7][NH:31]1. The catalyst class is: 24. (6) Reactant: [O:1]=[C:2]1[CH:7]=[C:6]([C:8]([OH:10])=O)[O:5][C:4]([C:11]([OH:13])=[O:12])=[CH:3]1.C1C=CC2N(O)N=NC=2C=1.CCN=C=NCCCN(C)C.Cl.Cl.C([O:44][C:45](=[O:64])[C@H:46]([CH3:63])[CH2:47][C@H:48]([NH2:62])[CH2:49][C:50]1[CH:55]=[CH:54][C:53]([C:56]2[CH:61]=[CH:60][CH:59]=[CH:58][CH:57]=2)=[CH:52][CH:51]=1)C1C=CC=CC=1.C(N(CC)CC)C.C(OC([C@H](C)C[C@H](NC(C1OC(C(O)=O)=CC(=O)C=1)=O)CC1C=CC(C2C=CC=CC=2)=CC=1)=O)C1C=CC=CC=1.B(Cl)(Cl)Cl.Cl. Product: [C:53]1([C:56]2[CH:57]=[CH:58][CH:59]=[CH:60][CH:61]=2)[CH:52]=[CH:51][C:50]([CH2:49][C@@H:48]([NH:62][C:8]([C:6]2[O:5][C:4]([C:11]([OH:13])=[O:12])=[CH:3][C:2](=[O:1])[CH:7]=2)=[O:10])[CH2:47][C@H:46]([C:45]([OH:64])=[O:44])[CH3:63])=[CH:55][CH:54]=1. The catalyst class is: 735. (7) Reactant: [NH2:1][C:2]1[C:3]([Cl:17])=[C:4]([CH:13]=[CH:14][C:15]=1[Cl:16])[CH2:5][NH:6][C:7](=[O:12])[C:8]([CH3:11])([CH3:10])[CH3:9].[C:18](Cl)(Cl)=[S:19]. Product: [Cl:17][C:3]1[C:2]([N:1]=[C:18]=[S:19])=[C:15]([Cl:16])[CH:14]=[CH:13][C:4]=1[CH2:5][NH:6][C:7](=[O:12])[C:8]([CH3:11])([CH3:10])[CH3:9]. The catalyst class is: 38. (8) Reactant: [Cl:1][C:2]1[CH:7]=[C:6]([N:8]2[C:12]3=[N:13][CH:14]=[CH:15][CH:16]=[C:11]3[N:10]=[CH:9]2)[CH:5]=[C:4]([Cl:17])[C:3]=1[CH2:18][C:19](O)=[O:20].[CH:22]([N:25]1[CH2:30][CH2:29][N:28]([CH2:31][C:32]2[CH:37]=[CH:36][C:35]([NH2:38])=[CH:34][C:33]=2[C:39]([F:42])([F:41])[F:40])[CH2:27][CH2:26]1)([CH3:24])[CH3:23]. Product: [Cl:17][C:4]1[CH:5]=[C:6]([N:8]2[C:12]3=[N:13][CH:14]=[CH:15][CH:16]=[C:11]3[N:10]=[CH:9]2)[CH:7]=[C:2]([Cl:1])[C:3]=1[CH2:18][C:19]([NH:38][C:35]1[CH:36]=[CH:37][C:32]([CH2:31][N:28]2[CH2:27][CH2:26][N:25]([CH:22]([CH3:24])[CH3:23])[CH2:30][CH2:29]2)=[C:33]([C:39]([F:42])([F:41])[F:40])[CH:34]=1)=[O:20]. The catalyst class is: 2. (9) The catalyst class is: 5. Product: [CH3:1][O:2][C:3](=[O:25])[CH2:4][C:5]1[C:6]([N:22]([CH3:23])[CH3:24])=[N:7][C:8]([CH2:14][C:15]2[CH:16]=[CH:17][C:18]([NH:21][C:41](=[O:42])[C:40]3[CH:44]=[CH:45][C:37]([C:36]([F:35])([F:46])[F:47])=[CH:38][CH:39]=3)=[CH:19][CH:20]=2)=[N:9][C:10]=1[N:11]([CH3:12])[CH3:13]. Reactant: [CH3:1][O:2][C:3](=[O:25])[CH2:4][C:5]1[C:6]([N:22]([CH3:24])[CH3:23])=[N:7][C:8]([CH2:14][C:15]2[CH:20]=[CH:19][C:18]([NH2:21])=[CH:17][CH:16]=2)=[N:9][C:10]=1[N:11]([CH3:13])[CH3:12].C(N(C(C)C)CC)(C)C.[F:35][C:36]([F:47])([F:46])[C:37]1[CH:45]=[CH:44][C:40]([C:41](Cl)=[O:42])=[CH:39][CH:38]=1. (10) Reactant: [N+:1]([C:4]1[CH:5]=[CH:6][C:7]([NH:10][C:11](=[O:29])[C:12]2[CH:17]=[C:16]([OH:18])[CH:15]=[C:14]([O:19][CH2:20][C:21]3[CH:26]=[CH:25][CH:24]=[CH:23][C:22]=3[C:27]#[N:28])[CH:13]=2)=[N:8][CH:9]=1)([O-:3])=[O:2].[Cl:30][C:31]1[CH:38]=[CH:37][CH:36]=[CH:35][C:32]=1[CH2:33]Br.O. Product: [N+:1]([C:4]1[CH:5]=[CH:6][C:7]([NH:10][C:11](=[O:29])[C:12]2[CH:13]=[C:14]([O:19][CH2:20][C:21]3[CH:26]=[CH:25][CH:24]=[CH:23][C:22]=3[C:27]#[N:28])[CH:15]=[C:16]([O:18][CH2:33][C:32]3[CH:35]=[CH:36][CH:37]=[CH:38][C:31]=3[Cl:30])[CH:17]=2)=[N:8][CH:9]=1)([O-:3])=[O:2]. The catalyst class is: 3.